Dataset: Peptide-MHC class I binding affinity with 185,985 pairs from IEDB/IMGT. Task: Regression. Given a peptide amino acid sequence and an MHC pseudo amino acid sequence, predict their binding affinity value. This is MHC class I binding data. (1) The peptide sequence is PPPTPLDILA. The MHC is Mamu-A01 with pseudo-sequence Mamu-A01. The binding affinity (normalized) is 0.256. (2) The peptide sequence is FLYALALLL. The MHC is HLA-A26:01 with pseudo-sequence HLA-A26:01. The binding affinity (normalized) is 0. (3) The peptide sequence is SLSHYFTLV. The MHC is HLA-A02:02 with pseudo-sequence HLA-A02:02. The binding affinity (normalized) is 1.00. (4) The peptide sequence is LRAEDTAVYY. The MHC is HLA-B27:05 with pseudo-sequence HLA-B27:05. The binding affinity (normalized) is 0.363. (5) The peptide sequence is VTDEGTSSF. The MHC is HLA-C06:02 with pseudo-sequence HLA-C06:02. The binding affinity (normalized) is 0.463. (6) The peptide sequence is YARRYFYPL. The MHC is HLA-B83:01 with pseudo-sequence HLA-B83:01. The binding affinity (normalized) is 0.213. (7) The binding affinity (normalized) is 0.129. The MHC is HLA-A02:03 with pseudo-sequence HLA-A02:03. The peptide sequence is RTRCKYVGCT.